From a dataset of Reaction yield outcomes from USPTO patents with 853,638 reactions. Predict the reaction yield, written as a fraction of the theoretical maximum amount of product (1.0 means a 100% yield; for example, 0.34 means a 34% yield). The reactants are [CH2:1]([O:3][C:4](=[O:9])[C:5](=O)[CH2:6]Br)[CH3:2].[S:10]([N:20]1[C:28]2[C:23](=[N:24][C:25]([NH2:29])=[CH:26][N:27]=2)[CH:22]=[CH:21]1)([C:13]1[CH:19]=[CH:18][C:16]([CH3:17])=[CH:15][CH:14]=1)(=[O:12])=[O:11].O1CCOCC1. The catalyst is CC#N. The product is [S:10]([N:20]1[C:28]2[N:27]=[CH:26][C:25]3[N:24]([CH:6]=[C:5]([C:4]([O:3][CH2:1][CH3:2])=[O:9])[N:29]=3)[C:23]=2[CH:22]=[CH:21]1)([C:13]1[CH:14]=[CH:15][C:16]([CH3:17])=[CH:18][CH:19]=1)(=[O:11])=[O:12]. The yield is 0.750.